From a dataset of Reaction yield outcomes from USPTO patents with 853,638 reactions. Predict the reaction yield, written as a fraction of the theoretical maximum amount of product (1.0 means a 100% yield; for example, 0.34 means a 34% yield). (1) The reactants are [F:1][CH:2]([F:18])[O:3][C:4]1[C:9]([C:10]2[CH:11]=[C:12]([OH:16])[CH:13]=[CH:14][CH:15]=2)=[CH:8][C:7]([CH3:17])=[CH:6][N:5]=1.[Br:19]C1C(OC(F)F)=NC=C(CBr)C=1.[OH:32][C:33]1C=C(B(O)O)C=[CH:37][CH:38]=1.C([O-])([O-])=O.[Na+].[Na+]. The catalyst is C1C=CC(P(C2C=CC=CC=2)[C-]2C=CC=C2)=CC=1.C1C=CC(P(C2C=CC=CC=2)[C-]2C=CC=C2)=CC=1.Cl[Pd]Cl.[Fe+2].C(#N)C.O. The product is [Br:19][CH2:17][C:7]1[CH:8]=[C:9]([C:10]2[CH:15]=[CH:14][CH:13]=[C:12]([O:16][CH:38]3[CH2:33][O:32][CH2:37]3)[CH:11]=2)[C:4]([O:3][CH:2]([F:1])[F:18])=[N:5][CH:6]=1. The yield is 0.910. (2) The reactants are O.NN.[CH3:4][O:5][C:6]1[N:7]=[C:8]2[C:17](=[CH:18][CH:19]=1)[N:16]=[CH:15][C:14]1[O:13][CH2:12][CH:11]([C@H:20]3[CH2:25][CH2:24][C@H:23]([N:26]4C(=O)C5C(=CC=CC=5)C4=O)[CH2:22][CH2:21]3)[N:10]([CH3:37])[C:9]2=1. The catalyst is C(O)C. The product is [CH3:4][O:5][C:6]1[N:7]=[C:8]2[C:17](=[CH:18][CH:19]=1)[N:16]=[CH:15][C:14]1[O:13][CH2:12][CH:11]([C@H:20]3[CH2:25][CH2:24][C@H:23]([NH2:26])[CH2:22][CH2:21]3)[N:10]([CH3:37])[C:9]2=1. The yield is 0.930. (3) The reactants are [N+:1]([C:4]1[CH:5]=[N:6][NH:7][C:8]=1[C:9]#[N:10])([O-])=O.C(O)(=O)C.[CH:15](N)=[NH:16]. The catalyst is C(O)C.[Pd]. The product is [NH:7]1[C:8]2[C:9]([NH2:10])=[N:16][CH:15]=[N:1][C:4]=2[CH:5]=[N:6]1. The yield is 0.610.